This data is from Catalyst prediction with 721,799 reactions and 888 catalyst types from USPTO. The task is: Predict which catalyst facilitates the given reaction. (1) Reactant: C[O:2][C:3](=[O:27])[CH2:4][O:5][C:6]1[C:14]2[C:9](=[CH:10][CH:11]=[C:12]([Br:15])[CH:13]=2)[N:8]([S:16]([C:19]2[CH:24]=[CH:23][C:22]([O:25][CH3:26])=[CH:21][CH:20]=2)(=[O:18])=[O:17])[CH:7]=1.[OH-].[Li+].C(OCC)(=O)C.Cl. Product: [Br:15][C:12]1[CH:13]=[C:14]2[C:9](=[CH:10][CH:11]=1)[N:8]([S:16]([C:19]1[CH:20]=[CH:21][C:22]([O:25][CH3:26])=[CH:23][CH:24]=1)(=[O:17])=[O:18])[CH:7]=[C:6]2[O:5][CH2:4][C:3]([OH:27])=[O:2]. The catalyst class is: 1. (2) Reactant: OC([CH2:13][C:14]1[C:22]2[C:17](=[CH:18][CH:19]=[CH:20][CH:21]=2)NC=1)(C(O)=O)CC(=NO)C(O)=O.Cl.C(=O)([O-])[O-].[Na+].[Na+].O[C@](CC1C2C(=CC=CC=2)NC=1)(C(O)=O)CC(=[N:37]O)C(O)=O. Product: [C:22]1([C@H:14]([NH2:37])[CH3:13])[CH:17]=[CH:18][CH:19]=[CH:20][CH:21]=1. The catalyst class is: 69. (3) Reactant: [H-].[Na+].[OH:3][CH2:4][CH2:5][CH2:6][CH:7]1[CH2:12][CH2:11][N:10]([C:13]([O:15][C:16]([CH3:19])([CH3:18])[CH3:17])=[O:14])[CH2:9][CH2:8]1.F[C:21]1[N:26]=[C:25]([CH3:27])[C:24]([S:28]([CH3:31])(=[O:30])=[O:29])=[CH:23][CH:22]=1. Product: [C:16]([O:15][C:13]([N:10]1[CH2:11][CH2:12][CH:7]([CH2:6][CH2:5][CH2:4][O:3][C:21]2[CH:22]=[CH:23][C:24]([S:28]([CH3:31])(=[O:29])=[O:30])=[C:25]([CH3:27])[N:26]=2)[CH2:8][CH2:9]1)=[O:14])([CH3:19])([CH3:18])[CH3:17]. The catalyst class is: 1. (4) Reactant: C(O)(=O)C.[CH2:5]([C:7]1[CH:12]=[CH:11][C:10]([C:13](=[O:15])[CH3:14])=[CH:9][C:8]=1[O:16][CH3:17])[CH3:6].[N+:18]([O-])([OH:20])=[O:19]. Product: [CH2:5]([C:7]1[C:8]([O:16][CH3:17])=[CH:9][C:10]([C:13](=[O:15])[CH3:14])=[C:11]([N+:18]([O-:20])=[O:19])[CH:12]=1)[CH3:6]. The catalyst class is: 6. (5) Reactant: [C:1]1([N:7]([CH2:29][CH2:30][C:31]([O:33][CH2:34][CH3:35])=[O:32])[C:8]([C:10]2[CH:11]=[CH:12][C:13]3[S:17][C:16]([CH2:18][NH:19][C:20]4[CH:25]=[CH:24][C:23]([C:26]#[N:27])=[CH:22][CH:21]=4)=[N:15][C:14]=3[CH:28]=2)=[O:9])[CH:6]=[CH:5][CH:4]=[CH:3][CH:2]=1.Cl.C(=O)([O-])[O-].[NH4+:41].[NH4+].ClCCl.C(O)C. Product: [C:1]1([N:7]([CH2:29][CH2:30][C:31]([O:33][CH2:34][CH3:35])=[O:32])[C:8]([C:10]2[CH:11]=[CH:12][C:13]3[S:17][C:16]([CH2:18][NH:19][C:20]4[CH:25]=[CH:24][C:23]([C:26](=[NH:41])[NH2:27])=[CH:22][CH:21]=4)=[N:15][C:14]=3[CH:28]=2)=[O:9])[CH:6]=[CH:5][CH:4]=[CH:3][CH:2]=1. The catalyst class is: 8. (6) Reactant: [C:1]([N:4]1[CH2:9][CH2:8][C:7]2[N:10]([C@@H:21]3[C:29]4[C:24](=[C:25](Br)[CH:26]=[C:27]([F:30])[CH:28]=4)[CH2:23][C@H:22]3[OH:32])[N:11]=[C:12]([C:13]3[CH:14]=[C:15]([CH:18]=[CH:19][CH:20]=3)[C:16]#[N:17])[C:6]=2[CH2:5]1)(=[O:3])[CH3:2].[CH3:33][Sn](C)(C)C. Product: [C:1]([N:4]1[CH2:9][CH2:8][C:7]2[N:10]([C@@H:21]3[C:29]4[C:24](=[C:25]([CH3:33])[CH:26]=[C:27]([F:30])[CH:28]=4)[CH2:23][C@H:22]3[OH:32])[N:11]=[C:12]([C:13]3[CH:14]=[C:15]([CH:18]=[CH:19][CH:20]=3)[C:16]#[N:17])[C:6]=2[CH2:5]1)(=[O:3])[CH3:2]. The catalyst class is: 427. (7) Reactant: [NH2:1][C:2]1[CH:3]=[N:4][CH:5]=[CH:6][C:7]=1[C:8]1[N:17]=[CH:16][C:15]2[N:14]([CH3:18])[C:13](=[O:19])[C@@H:12]([CH2:20][CH3:21])[N:11]([CH:22]3[CH2:26][CH2:25][CH2:24][CH2:23]3)[C:10]=2[N:9]=1.Cl[CH2:28][O:29][C:30](=O)[O-:31].O. Product: [CH:22]1([N:11]2[C:10]3[N:9]=[C:8]([C:7]4[CH:6]=[CH:5][N:4]=[CH:3][C:2]=4[NH:1][C:30](=[O:31])[O:29][CH3:28])[N:17]=[CH:16][C:15]=3[N:14]([CH3:18])[C:13](=[O:19])[C@H:12]2[CH2:20][CH3:21])[CH2:26][CH2:25][CH2:24][CH2:23]1. The catalyst class is: 17. (8) Reactant: [S:1]([O-:4])([O-:3])=[O:2].[Na+:5].[Na+].[Br:7][C:8]1[CH:13]=[CH:12][C:11]([CH2:14][CH2:15]Br)=[CH:10][CH:9]=1. The catalyst class is: 6. Product: [Br:7][C:8]1[CH:13]=[CH:12][C:11]([CH2:14][CH2:15][S:1]([O-:4])(=[O:3])=[O:2])=[CH:10][CH:9]=1.[Na+:5].